This data is from Catalyst prediction with 721,799 reactions and 888 catalyst types from USPTO. The task is: Predict which catalyst facilitates the given reaction. (1) Reactant: [ClH:1].O1[C:11]2[C:6](=[CH:7][CH:8]=[CH:9][CH:10]=2)[C:5](=[O:12])[CH2:4][CH2:3]1.Cl.[CH3:14][NH:15][CH3:16].C=O. The catalyst class is: 8. Product: [ClH:1].[CH3:14][N:15]([CH3:16])[CH2:3][CH2:4][C:5]([C:6]1[CH:11]=[CH:10][CH:9]=[CH:8][CH:7]=1)=[O:12]. (2) Reactant: [Li+].[OH-].O.[CH3:4][N:5]([C@@H:15]([CH2:20][CH:21]=[CH2:22])[C:16]([O:18]C)=[O:17])[C:6](=[O:14])[CH:7]([CH2:11][CH2:12][CH3:13])[CH2:8][CH2:9][CH3:10].Cl. Product: [CH3:4][N:5]([C@@H:15]([CH2:20][CH:21]=[CH2:22])[C:16]([OH:18])=[O:17])[C:6](=[O:14])[CH:7]([CH2:8][CH2:9][CH3:10])[CH2:11][CH2:12][CH3:13]. The catalyst class is: 1. (3) Reactant: C1(P(C2C=CC=CC=2)C2C=CC=CC=2)C=CC=CC=1.[Br-:20].[Li+].BrBr.[C:24]([NH:34][CH2:35][CH2:36][CH2:37][CH2:38][CH2:39]O)([O:26][CH2:27][C:28]1[CH:33]=[CH:32][CH:31]=[CH:30][CH:29]=1)=[O:25].C(N(CC)C(C)C)(C)C. Product: [C:24]([NH:34][CH2:35][CH2:36][CH2:37][CH2:38][CH2:39][Br:20])([O:26][CH2:27][C:28]1[CH:33]=[CH:32][CH:31]=[CH:30][CH:29]=1)=[O:25]. The catalyst class is: 2. (4) Reactant: Cl[C:2]1[C:11]2=[N:12][N:13](CC3C=CC(OC)=CC=3)[CH:14]=[C:10]2[C:9]2[CH:8]=[C:7]([O:24][CH3:25])[CH:6]=[CH:5][C:4]=2[N:3]=1.[C:26]1([C:32]2[CH:36]=[C:35]([NH2:37])[NH:34][N:33]=2)[CH:31]=[CH:30][CH:29]=[CH:28][CH:27]=1.Cl. Product: [CH3:25][O:24][C:7]1[CH:6]=[CH:5][C:4]2[N:3]=[C:2]([NH:37][C:35]3[NH:34][N:33]=[C:32]([C:26]4[CH:31]=[CH:30][CH:29]=[CH:28][CH:27]=4)[CH:36]=3)[C:11]3=[N:12][NH:13][CH:14]=[C:10]3[C:9]=2[CH:8]=1. The catalyst class is: 71. (5) Reactant: [CH2:1]([N:8]1[CH2:13][CH2:12][C:11]2([C:21]3[C:16](=[CH:17][CH:18]=[CH:19][C:20]=3[CH2:22][NH:23][C:24](=[O:30])[O:25][C:26]([CH3:29])([CH3:28])[CH3:27])[NH:15][CH2:14]2)[CH2:10][CH2:9]1)[C:2]1[CH:7]=[CH:6][CH:5]=[CH:4][CH:3]=1.CC1(C)C2C(=C(P(C3C=CC=CC=3)C3C=CC=CC=3)C=CC=2)OC2C(P(C3C=CC=CC=3)C3C=CC=CC=3)=CC=CC1=2.C([O-])([O-])=O.[Cs+].[Cs+].C1(C)C=CC=CC=1.Cl[C:87]1[C:88]2[CH:95]([CH2:96][CH3:97])[CH2:94][CH2:93][C:89]=2[N:90]=[CH:91][N:92]=1. Product: [CH2:1]([N:8]1[CH2:13][CH2:12][C:11]2([C:21]3[C:16](=[CH:17][CH:18]=[CH:19][C:20]=3[CH2:22][NH:23][C:24](=[O:30])[O:25][C:26]([CH3:27])([CH3:29])[CH3:28])[N:15]([C:87]3[C:88]4[CH:95]([CH2:96][CH3:97])[CH2:94][CH2:93][C:89]=4[N:90]=[CH:91][N:92]=3)[CH2:14]2)[CH2:10][CH2:9]1)[C:2]1[CH:3]=[CH:4][CH:5]=[CH:6][CH:7]=1. The catalyst class is: 318. (6) Reactant: Cl.[NH2:2][CH2:3][C:4]1[CH:5]=[C:6]2[C:10](=[CH:11][CH:12]=1)[C:9](=[O:13])[N:8]([CH:14]1[CH2:19][CH2:18][C:17](=[O:20])[NH:16][C:15]1=[O:21])[CH2:7]2.[F:22][C:23]([F:37])([C:27]1[CH:32]=[CH:31][CH:30]=[C:29]([O:33][CH2:34][CH2:35][OH:36])[CH:28]=1)[C:24](O)=[O:25].C(N(CC)C(C)C)(C)C.F[P-](F)(F)(F)(F)F.CN(C(N(C)C)=[N+]1C2C(=NC=CC=2)[N+]([O-])=N1)C. Product: [O:21]=[C:15]1[CH:14]([N:8]2[CH2:7][C:6]3[C:10](=[CH:11][CH:12]=[C:4]([CH2:3][NH:2][C:24](=[O:25])[C:23]([F:37])([F:22])[C:27]4[CH:32]=[CH:31][CH:30]=[C:29]([O:33][CH2:34][CH2:35][OH:36])[CH:28]=4)[CH:5]=3)[C:9]2=[O:13])[CH2:19][CH2:18][C:17](=[O:20])[NH:16]1. The catalyst class is: 9.